This data is from CYP2C9 inhibition data for predicting drug metabolism from PubChem BioAssay. The task is: Regression/Classification. Given a drug SMILES string, predict its absorption, distribution, metabolism, or excretion properties. Task type varies by dataset: regression for continuous measurements (e.g., permeability, clearance, half-life) or binary classification for categorical outcomes (e.g., BBB penetration, CYP inhibition). Dataset: cyp2c9_veith. The molecule is Brc1ccc([C@H]2CN3CCSC3=N2)cc1. The result is 0 (non-inhibitor).